From a dataset of Forward reaction prediction with 1.9M reactions from USPTO patents (1976-2016). Predict the product of the given reaction. (1) Given the reactants [ClH:1].C(OC(=O)[NH:8][C@@H:9]1[C:13](=[O:14])[CH2:12][O:11][C@@H:10]1[CH3:15])(C)(C)C, predict the reaction product. The product is: [ClH:1].[NH2:8][C@H:9]1[C@@H:10]([CH3:15])[O:11][CH2:12][C:13]1=[O:14]. (2) Given the reactants C1COCC1.[OH-].[Na+].C([O:10][C:11](=[O:46])[C:12]([CH3:45])=[CH:13][C:14]1[C:19]([F:20])=[CH:18][C:17]([C:21](=[O:43])[NH:22][C:23]2[S:24][CH:25]=[C:26]([C:28]3[CH:33]=[CH:32][CH:31]=[C:30]([CH:34]([O:40][CH3:41])[CH2:35][CH2:36][CH2:37][CH2:38][CH3:39])[C:29]=3[F:42])[N:27]=2)=[CH:16][C:15]=1[F:44])C.Cl, predict the reaction product. The product is: [F:44][C:15]1[CH:16]=[C:17]([C:21](=[O:43])[NH:22][C:23]2[S:24][CH:25]=[C:26]([C:28]3[CH:33]=[CH:32][CH:31]=[C:30]([CH:34]([O:40][CH3:41])[CH2:35][CH2:36][CH2:37][CH2:38][CH3:39])[C:29]=3[F:42])[N:27]=2)[CH:18]=[C:19]([F:20])[C:14]=1[CH:13]=[C:12]([CH3:45])[C:11]([OH:46])=[O:10]. (3) Given the reactants Cl.[Cl:2][C:3]1[C:4]([CH3:11])=[C:5]([NH:9]N)[CH:6]=[CH:7][CH:8]=1.[O:12]1[CH:17]=[CH:16][CH2:15][CH2:14][CH2:13]1, predict the reaction product. The product is: [Cl:2][C:3]1[C:4]([CH3:11])=[C:5]2[C:6]([C:16]([CH2:15][CH2:14][CH2:13][OH:12])=[CH:17][NH:9]2)=[CH:7][CH:8]=1.